This data is from Serine/threonine kinase 33 screen with 319,792 compounds. The task is: Binary Classification. Given a drug SMILES string, predict its activity (active/inactive) in a high-throughput screening assay against a specified biological target. (1) The molecule is Fc1ccc(C2N3C(C4C2C(=O)N(C4=O)C)C(=O)Nc2c(C3=O)cccc2)cc1. The result is 0 (inactive). (2) The molecule is O1C(OC(=O)/C(=N\Nc2ccc(O)cc2)C1=O)(C)C. The result is 0 (inactive). (3) The molecule is O(CCC(C)C)C(=O)C=1C(NC(=O)NC1C)c1cc2OCOc2cc1. The result is 0 (inactive). (4) The compound is S(c1nc(N2CCOCC2)nc(n1)NC)Cc1ccccc1. The result is 0 (inactive). (5) The molecule is Oc1c(NC(=O)c2[nH]ncn2)cc(C(C)C)cc1. The result is 0 (inactive). (6) The molecule is Clc1cc(N(S(=O)(=O)c2ccc(cc2)C)CC(=O)N\N=C\c2c(cccc2)C(O)=O)cc(Cl)c1. The result is 0 (inactive). (7) The drug is O1C(CCC1)CNC(=O)Cn1nc(c2ccccc2)ccc1=O. The result is 0 (inactive).